From a dataset of Catalyst prediction with 721,799 reactions and 888 catalyst types from USPTO. Predict which catalyst facilitates the given reaction. (1) Reactant: [OH-].[Na+].[Cl:3][C:4]1[CH:5]=[C:6]([C:27]2[C:28]([CH3:44])=[CH:29][C:30]([O:33][CH2:34][C:35]3([C:39]([O:41]CC)=[O:40])[CH2:38][CH2:37][CH2:36]3)=[N:31][CH:32]=2)[CH:7]=[CH:8][C:9]=1[C:10]1[N:11]([CH2:19][O:20][CH2:21][CH2:22][Si:23]([CH3:26])([CH3:25])[CH3:24])[CH:12]=[C:13]([C:15]([F:18])([F:17])[F:16])[N:14]=1. Product: [Cl:3][C:4]1[CH:5]=[C:6]([C:27]2[C:28]([CH3:44])=[CH:29][C:30]([O:33][CH2:34][C:35]3([C:39]([OH:41])=[O:40])[CH2:36][CH2:37][CH2:38]3)=[N:31][CH:32]=2)[CH:7]=[CH:8][C:9]=1[C:10]1[N:11]([CH2:19][O:20][CH2:21][CH2:22][Si:23]([CH3:26])([CH3:25])[CH3:24])[CH:12]=[C:13]([C:15]([F:18])([F:16])[F:17])[N:14]=1. The catalyst class is: 5. (2) Reactant: [CH3:1][O:2][C:3]1[C:8]([CH:9]([CH3:14])[C:10]([O:12]C)=[O:11])=[CH:7][N:6]=[CH:5][N:4]=1.C(O)C.O.[OH-].[Li+]. Product: [CH3:1][O:2][C:3]1[C:8]([CH:9]([CH3:14])[C:10]([OH:12])=[O:11])=[CH:7][N:6]=[CH:5][N:4]=1. The catalyst class is: 6. (3) The catalyst class is: 2. Product: [F:1][C:2]1[CH:10]=[C:9]2[C:5]([C:6]([C:11]3[CH:28]=[CH:27][C:14]4[N:15]=[C:16]([CH2:18][NH:19][S:20]([CH2:23][CH2:24][OH:25])(=[O:22])=[O:21])[O:17][C:13]=4[CH:12]=3)=[CH:7][NH:8]2)=[CH:4][CH:3]=1. Reactant: [F:1][C:2]1[CH:10]=[C:9]2[C:5]([C:6]([C:11]3[CH:28]=[CH:27][C:14]4[N:15]=[C:16]([CH2:18][NH:19][S:20]([CH2:23][CH2:24][O:25]C)(=[O:22])=[O:21])[O:17][C:13]=4[CH:12]=3)=[CH:7][NH:8]2)=[CH:4][CH:3]=1.BrB(Br)Br.C([O-])(O)=O.[Na+]. (4) Reactant: [C:1]1(B(O)O)[CH:6]=[CH:5][CH:4]=[CH:3][CH:2]=1.C([O-])([O-])=O.[Cs+].[Cs+].[Br:16][C:17]1[CH:18]=[N:19][C:20]([O:23]N2C3=NC=CC=C3N=N2)=[N:21][CH:22]=1. Product: [Br:16][C:17]1[CH:18]=[N:19][C:20]([O:23][C:1]2[CH:6]=[CH:5][CH:4]=[CH:3][CH:2]=2)=[N:21][CH:22]=1. The catalyst class is: 57. (5) Reactant: [CH:1]([C:4]1[NH:8][N:7]=[C:6]([C:9]([NH2:11])=[O:10])[C:5]=1[N+:12]([O-])=O)([CH3:3])[CH3:2]. Product: [NH2:12][C:5]1[C:6]([C:9]([NH2:11])=[O:10])=[N:7][NH:8][C:4]=1[CH:1]([CH3:3])[CH3:2]. The catalyst class is: 63. (6) Reactant: [NH2:1][C:2]1[CH:7]=[CH:6][C:5]([N+:8]([O-:10])=[O:9])=[CH:4][C:3]=1[OH:11].C(O[CH:15](O)[C:16]([F:19])([F:18])[F:17])C.[BH3-]C#N.[Na+]. Product: [F:17][C:16]([F:19])([F:18])[CH2:15][NH:1][C:2]1[CH:7]=[CH:6][C:5]([N+:8]([O-:10])=[O:9])=[CH:4][C:3]=1[OH:11]. The catalyst class is: 55. (7) Reactant: [CH3:1][CH2:2][C:3]([C:5]1[CH:10]=[CH:9][C:8]([O:11][CH3:12])=[CH:7][CH:6]=1)=[O:4].C([N-]C(C)C)(C)C.[Li+].Br[CH2:22][C:23]([O:25][CH2:26][CH3:27])=[O:24]. Product: [CH2:26]([O:25][C:23](=[O:24])[CH2:22][CH:2]([CH3:1])[C:3]([C:5]1[CH:10]=[CH:9][C:8]([O:11][CH3:12])=[CH:7][CH:6]=1)=[O:4])[CH3:27]. The catalyst class is: 7. (8) Reactant: ClC(Cl)(OC(=O)[O:6][C:7]([Cl:10])(Cl)Cl)Cl.[Cl:13][C:14]1[CH:15]=[C:16]([C:20]#[C:21][C:22]2[NH:23][O:24][CH:25]3[NH:29][CH2:28][CH2:27][C:26]=23)[CH:17]=[CH:18][CH:19]=1. Product: [Cl:13][C:14]1[CH:15]=[C:16]([C:20]#[C:21][C:22]2[CH:26]3[CH2:27][CH2:28][N:29]([C:7]([Cl:10])=[O:6])[CH:25]3[O:24][N:23]=2)[CH:17]=[CH:18][CH:19]=1. The catalyst class is: 2. (9) Reactant: [N:1]1([CH2:6][CH2:7][CH2:8][O:9][C:10]2[CH:15]=[CH:14][C:13]([C:16]3([CH2:22][NH:23][C:24]4[CH:29]=[CH:28][N:27]=[CH:26][C:25]=4[NH2:30])[CH2:21][CH2:20][O:19][CH2:18][CH2:17]3)=[CH:12][CH:11]=2)[CH2:5][CH2:4][CH2:3][CH2:2]1.[CH3:31]OC(OC)OC. Product: [N:1]1([CH2:6][CH2:7][CH2:8][O:9][C:10]2[CH:15]=[CH:14][C:13]([C:16]3([CH2:22][N:23]4[C:24]5[CH:29]=[CH:28][N:27]=[CH:26][C:25]=5[N:30]=[CH:31]4)[CH2:21][CH2:20][O:19][CH2:18][CH2:17]3)=[CH:12][CH:11]=2)[CH2:5][CH2:4][CH2:3][CH2:2]1. The catalyst class is: 106.